From a dataset of Full USPTO retrosynthesis dataset with 1.9M reactions from patents (1976-2016). Predict the reactants needed to synthesize the given product. (1) Given the product [CH3:14][C:8]([C:15]1[CH:20]=[CH:19][CH:18]=[CH:17][N:16]=1)([CH3:7])[CH2:9][CH:10]=[O:13], predict the reactants needed to synthesize it. The reactants are: I([O-])(=O)(=O)=O.[Na+].[CH3:7][C:8]([C:15]1[CH:20]=[CH:19][CH:18]=[CH:17][N:16]=1)([CH3:14])[CH2:9][CH:10]([OH:13])CO. (2) Given the product [CH2:1]([O:8][C:9]1[CH:10]=[CH:11][C:12]([O:18][CH2:32][C@H:33]2[CH2:35][O:34]2)=[C:13]([C:15](=[O:17])[CH3:16])[CH:14]=1)[C:2]1[CH:3]=[CH:4][CH:5]=[CH:6][CH:7]=1, predict the reactants needed to synthesize it. The reactants are: [CH2:1]([O:8][C:9]1[CH:10]=[CH:11][C:12]([OH:18])=[C:13]([C:15](=[O:17])[CH3:16])[CH:14]=1)[C:2]1[CH:7]=[CH:6][CH:5]=[CH:4][CH:3]=1.[H-].[Na+].CC1C=CC(S(O[CH2:32][C@H:33]2[CH2:35][O:34]2)(=O)=O)=CC=1. (3) Given the product [F:8][C:9]1[C:10]([C:33]([F:34])([F:35])[F:36])=[C:11]([CH:16]2[CH2:17][CH2:18][N:19]([C:22]([C:24]3[C:32]4[CH2:31][CH2:30][N:29]([C:3](=[O:4])[CH3:2])[CH2:28][C:27]=4[NH:26][N:25]=3)=[O:23])[CH2:20][CH2:21]2)[CH:12]=[CH:13][C:14]=1[F:15], predict the reactants needed to synthesize it. The reactants are: F[C:2](F)(F)[C:3](O)=[O:4].[F:8][C:9]1[C:10]([C:33]([F:36])([F:35])[F:34])=[C:11]([CH:16]2[CH2:21][CH2:20][N:19]([C:22]([C:24]3[C:32]4[CH2:31][CH2:30][NH:29][CH2:28][C:27]=4[NH:26][N:25]=3)=[O:23])[CH2:18][CH2:17]2)[CH:12]=[CH:13][C:14]=1[F:15].C(Cl)(=O)C. (4) Given the product [Cl:8][C:5]1[N:6]=[CH:7][C:2]2[N:17]([CH:18]([C:20]3[CH:25]=[CH:24][CH:23]=[CH:22][CH:21]=3)[CH3:19])[C:15](=[O:16])[C@@H:10]3[CH2:11][O:12][CH2:13][CH2:14][N:9]3[C:3]=2[N:4]=1, predict the reactants needed to synthesize it. The reactants are: Br[C:2]1[C:3]([N:9]2[CH2:14][CH2:13][O:12][CH2:11][CH:10]2[C:15]([NH:17][C@H:18]([C:20]2[CH:25]=[CH:24][CH:23]=[CH:22][CH:21]=2)[CH3:19])=[O:16])=[N:4][C:5]([Cl:8])=[N:6][CH:7]=1.CC1(C)C2C=CC=C(P(C3C=CC=CC=3)C3C=CC=CC=3)C=2OC2C1=CC=CC=2P(C1C=CC=CC=1)C1C=CC=CC=1.